Dataset: Catalyst prediction with 721,799 reactions and 888 catalyst types from USPTO. Task: Predict which catalyst facilitates the given reaction. Product: [OH:20][N:21]=[C:2]([C:9]1[N:13]([CH3:14])[N:12]=[N:11][N:10]=1)[C:3]1[CH:4]=[CH:5][CH:6]=[CH:7][CH:8]=1. The catalyst class is: 40. Reactant: [Na].[CH2:2]([C:9]1[N:13]([CH3:14])[N:12]=[N:11][N:10]=1)[C:3]1[CH:8]=[CH:7][CH:6]=[CH:5][CH:4]=1.C([O:20][N:21]=O)CC(C)C.CCOCC.